Dataset: Peptide-MHC class II binding affinity with 134,281 pairs from IEDB. Task: Regression. Given a peptide amino acid sequence and an MHC pseudo amino acid sequence, predict their binding affinity value. This is MHC class II binding data. (1) The peptide sequence is GLSGEPKGGAESSSK. The MHC is DRB1_1501 with pseudo-sequence DRB1_1501. The binding affinity (normalized) is 0.310. (2) The peptide sequence is YAVSFNYFVCNLLQE. The MHC is DRB4_0101 with pseudo-sequence DRB4_0103. The binding affinity (normalized) is 0.305. (3) The peptide sequence is GELQRVDKIDAAFKI. The MHC is DRB1_0802 with pseudo-sequence DRB1_0802. The binding affinity (normalized) is 0.481. (4) The peptide sequence is VFFVLMMLVAPSYGM. The MHC is DRB1_0802 with pseudo-sequence DRB1_0802. The binding affinity (normalized) is 0.564. (5) The peptide sequence is DVKFPGGGQIVGGVI. The MHC is HLA-DQA10501-DQB10301 with pseudo-sequence HLA-DQA10501-DQB10301. The binding affinity (normalized) is 0.779. (6) The peptide sequence is DYVRMWVQAATAMSA. The MHC is DRB1_0404 with pseudo-sequence DRB1_0404. The binding affinity (normalized) is 0.558. (7) The peptide sequence is KALYDLQRSAMVYSS. The MHC is DRB3_0101 with pseudo-sequence DRB3_0101. The binding affinity (normalized) is 0.352.